Dataset: Full USPTO retrosynthesis dataset with 1.9M reactions from patents (1976-2016). Task: Predict the reactants needed to synthesize the given product. (1) Given the product [Cl:7][C:8]1[CH:13]=[CH:12][C:11]([S:14]([NH:18][C:19]2[CH:28]=[CH:27][C:26]3[C:21](=[CH:22][CH:23]=[CH:24][C:25]=3[Cl:29])[N:20]=2)(=[O:16])=[O:15])=[CH:10][CH:9]=1, predict the reactants needed to synthesize it. The reactants are: N1C=CC=CC=1.[Cl:7][C:8]1[CH:13]=[CH:12][C:11]([S:14](Cl)(=[O:16])=[O:15])=[CH:10][CH:9]=1.[NH2:18][C:19]1[CH:28]=[CH:27][C:26]2[C:21](=[CH:22][CH:23]=[CH:24][C:25]=2[Cl:29])[N:20]=1. (2) Given the product [NH2:29][C:26]1[CH:27]=[CH:28][C:23]([O:22][C:3]2[CH:4]=[C:5]([NH:8][C:9](=[O:21])[C:10]3[CH:15]=[CH:14][CH:13]=[C:12]([C:16]([C:19]#[N:20])([CH3:17])[CH3:18])[CH:11]=3)[CH:6]=[CH:7][C:2]=2[Cl:1])=[N:24][CH:25]=1, predict the reactants needed to synthesize it. The reactants are: [Cl:1][C:2]1[CH:7]=[CH:6][C:5]([NH:8][C:9](=[O:21])[C:10]2[CH:15]=[CH:14][CH:13]=[C:12]([C:16]([C:19]#[N:20])([CH3:18])[CH3:17])[CH:11]=2)=[CH:4][C:3]=1[O:22][C:23]1[CH:28]=[CH:27][C:26]([N+:29]([O-])=O)=[CH:25][N:24]=1.[Cl-].[Ca+2].[Cl-].O. (3) The reactants are: [CH3:1][C@H:2]1[O:7][C@@H:6]([CH3:8])[CH2:5][N:4]([CH2:9][C@:10]([OH:37])([CH3:36])[CH2:11][O:12][C:13]2[CH:14]=[CH:15][C:16]3[C:17]4[N:18]([CH2:33][CH2:34][N:35]=4)[C:19]([NH:24][C:25]([C:27]4[CH:28]=[N:29][CH:30]=[CH:31][CH:32]=4)=[O:26])=[N:20][C:21]=3[C:22]=2[OH:23])[CH2:3]1.C([O-])([O-])=O.[Cs+].[Cs+].[F:44][C:45]1[CH:50]=[CH:49][C:48]([CH2:51][CH2:52]Br)=[CH:47][CH:46]=1. Given the product [CH3:8][C@H:6]1[O:7][C@@H:2]([CH3:1])[CH2:3][N:4]([CH2:9][C@:10]([OH:37])([CH3:36])[CH2:11][O:12][C:13]2[CH:14]=[CH:15][C:16]3[C:17]4[N:18]([CH2:33][CH2:34][N:35]=4)[C:19]([NH:24][C:25]([C:27]4[CH:28]=[N:29][CH:30]=[CH:31][CH:32]=4)=[O:26])=[N:20][C:21]=3[C:22]=2[O:23][CH2:52][CH2:51][C:48]2[CH:49]=[CH:50][C:45]([F:44])=[CH:46][CH:47]=2)[CH2:5]1, predict the reactants needed to synthesize it. (4) Given the product [CH3:19][C:20]1[C:24]([CH2:25][CH2:26][NH:27][C:2]2[CH:7]=[C:6]([C:8]3[CH:13]=[CH:12][CH:11]=[C:10]([CH3:14])[C:9]=3[CH3:15])[N:5]=[C:4]([NH2:16])[N:3]=2)=[C:23]([CH3:28])[NH:22][N:21]=1, predict the reactants needed to synthesize it. The reactants are: Cl[C:2]1[CH:7]=[C:6]([C:8]2[CH:13]=[CH:12][CH:11]=[C:10]([CH3:14])[C:9]=2[CH3:15])[N:5]=[C:4]([NH2:16])[N:3]=1.[Cl-].[Cl-].[CH3:19][C:20]1[C:24]([CH2:25][CH2:26][NH3+:27])=[C:23]([CH3:28])[NH2+:22][N:21]=1. (5) Given the product [CH3:7][N:6]1[C:2]([O:1][S:33]([C:36]([F:39])([F:38])[F:37])(=[O:35])=[O:34])=[CH:3][C:4]([C:8]([O:10][CH3:11])=[O:9])=[N:5]1, predict the reactants needed to synthesize it. The reactants are: [OH:1][C:2]1[N:6]([CH3:7])[N:5]=[C:4]([C:8]([O:10][CH3:11])=[O:9])[CH:3]=1.C(N(C(C)C)CC)(C)C.CN(C=O)C.C1C=CC(N([S:33]([C:36]([F:39])([F:38])[F:37])(=[O:35])=[O:34])[S:33]([C:36]([F:39])([F:38])[F:37])(=[O:35])=[O:34])=CC=1. (6) Given the product [C:14]([NH:13][C:11]([C:10]1[C:4]2[C:5](=[N:6][CH:7]=[C:2]([N:44]3[C:45]4[C:41](=[CH:40][C:39]([Cl:38])=[CH:47][CH:46]=4)[CH:42]=[N:43]3)[N:3]=2)[N:8]([CH2:18][O:19][CH2:20][CH2:21][Si:22]([CH3:25])([CH3:24])[CH3:23])[CH:9]=1)=[O:12])([CH3:17])([CH3:16])[CH3:15], predict the reactants needed to synthesize it. The reactants are: Br[C:2]1[N:3]=[C:4]2[C:10]([C:11]([NH:13][C:14]([CH3:17])([CH3:16])[CH3:15])=[O:12])=[CH:9][N:8]([CH2:18][O:19][CH2:20][CH2:21][Si:22]([CH3:25])([CH3:24])[CH3:23])[C:5]2=[N:6][CH:7]=1.[I-].[Na+].CN[C@@H]1CCCC[C@H]1NC.[Cl:38][C:39]1[CH:40]=[C:41]2[C:45](=[CH:46][CH:47]=1)[NH:44][N:43]=[CH:42]2.[O-]P([O-])([O-])=O.[K+].[K+].[K+]. (7) Given the product [CH2:7]([O:14][CH:15]1[C@H:20]([N:21]=[C:2]=[O:3])[C@@H:19]([O:22][CH2:23][C:24]2[CH:29]=[CH:28][CH:27]=[CH:26][CH:25]=2)[C@H:18]([O:30][CH2:31][C:32]2[CH:33]=[CH:34][CH:35]=[CH:36][CH:37]=2)[C@@H:17]([CH2:38][O:39][CH2:40][C:41]2[CH:42]=[CH:43][CH:44]=[CH:45][CH:46]=2)[O:16]1)[C:8]1[CH:9]=[CH:10][CH:11]=[CH:12][CH:13]=1, predict the reactants needed to synthesize it. The reactants are: O.[C:2]([O-])(O)=[O:3].[Na+].[CH2:7]([O:14][CH:15]1[C@H:20]([NH2:21])[C@@H:19]([O:22][CH2:23][C:24]2[CH:29]=[CH:28][CH:27]=[CH:26][CH:25]=2)[C@H:18]([O:30][CH2:31][C:32]2[CH:37]=[CH:36][CH:35]=[CH:34][CH:33]=2)[C@@H:17]([CH2:38][O:39][CH2:40][C:41]2[CH:46]=[CH:45][CH:44]=[CH:43][CH:42]=2)[O:16]1)[C:8]1[CH:13]=[CH:12][CH:11]=[CH:10][CH:9]=1.C(Cl)(Cl)=O. (8) The reactants are: [CH2:1]([NH:3][C:4]1[C:13]([CH2:14][C:15]2[C:24]3[C:19](=[CH:20][C:21]([O:27][CH3:28])=[C:22]([O:25][CH3:26])[CH:23]=3)[C:18]([CH2:29][N:30]3[C:38](=[O:39])[C:37]4C(=CC=CC=4)C3=O)=[N:17][C:16]=2[OH:41])=[CH:12][C:11]2[C:6](=[CH:7][CH:8]=[C:9]([O:42][CH3:43])[CH:10]=2)[N:5]=1)[CH3:2].[OH2:44].NN.[CH3:47][CH:48](N(C(C)C)CC1C=CC=CC=1)C.C=CC1C=CC=CC=1.C=CC1C=CC(C=C)=CC=1.C(OC(=O)C)(=O)C. Given the product [C:47]([O:41][C:16]1[N:17]=[C:18]([CH2:29][NH:30][C:38](=[O:39])[CH3:37])[C:19]2[C:24]([C:15]=1[CH2:14][C:13]1[C:4]([NH:3][CH2:1][CH3:2])=[N:5][C:6]3[C:11]([CH:12]=1)=[CH:10][C:9]([O:42][CH3:43])=[CH:8][CH:7]=3)=[CH:23][C:22]([O:25][CH3:26])=[C:21]([O:27][CH3:28])[CH:20]=2)(=[O:44])[CH3:48], predict the reactants needed to synthesize it. (9) Given the product [Br:1][C:2]1[C:7]([CH3:8])=[N:6][C:5]([O:9][CH:18]([CH3:20])[CH3:19])=[CH:4][C:3]=1[CH3:10], predict the reactants needed to synthesize it. The reactants are: [Br:1][C:2]1[C:3]([CH3:10])=[CH:4][C:5]([OH:9])=[N:6][C:7]=1[CH3:8].C(=O)([O-])[O-].[K+].[K+].I[CH:18]([CH3:20])[CH3:19].